From a dataset of Reaction yield outcomes from USPTO patents with 853,638 reactions. Predict the reaction yield, written as a fraction of the theoretical maximum amount of product (1.0 means a 100% yield; for example, 0.34 means a 34% yield). (1) The reactants are [Cl:1][C:2]1[CH:21]=[CH:20][C:5]([C:6]([NH:8][C:9]2[CH:14]=[CH:13][CH:12]=[C:11]([CH:15]3OCC[O:16]3)[CH:10]=2)=[O:7])=[CH:4][CH:3]=1.Cl. The catalyst is O1CCOCC1.C(OCC)(=O)C. The product is [Cl:1][C:2]1[CH:21]=[CH:20][C:5]([C:6]([NH:8][C:9]2[CH:14]=[CH:13][CH:12]=[C:11]([CH:15]=[O:16])[CH:10]=2)=[O:7])=[CH:4][CH:3]=1. The yield is 0.840. (2) The reactants are C([O:3][CH:4](OCC)[C:5]1[O:13][C:12]2[C:11]([C:14]3[CH:19]=[CH:18][C:17]([O:20][CH3:21])=[CH:16][CH:15]=3)=[CH:10][N:9]=[CH:8][C:7]=2[CH:6]=1)C.Cl.C(=O)(O)[O-].[Na+]. The catalyst is O1CCCC1. The product is [CH3:21][O:20][C:17]1[CH:16]=[CH:15][C:14]([C:11]2[C:12]3[O:13][C:5]([CH:4]=[O:3])=[CH:6][C:7]=3[CH:8]=[N:9][CH:10]=2)=[CH:19][CH:18]=1. The yield is 0.840. (3) No catalyst specified. The reactants are [F:1][C:2]1[CH:3]=[C:4]2[C:8](=[CH:9][CH:10]=1)[NH:7][N:6]=[C:5]2[I:11].O[C@@H:13]1[CH2:17][CH2:16][O:15][CH2:14]1. The yield is 0.560. The product is [F:1][C:2]1[CH:3]=[C:4]2[C:8](=[CH:9][CH:10]=1)[N:7]([C@H:13]1[CH2:17][CH2:16][O:15][CH2:14]1)[N:6]=[C:5]2[I:11]. (4) The reactants are [Cl:1][C:2]1[CH:3]=[C:4]([N:9]=[CH:10][C:11]2[CH:16]=[C:15]([O:17][CH3:18])[N:14]=[C:13]([CH3:19])[C:12]=2[OH:20])[CH:5]=[CH:6][C:7]=1[F:8].[Si]([C:25]#[N:26])(C)(C)C. The yield is 0.360. The catalyst is C(Cl)Cl. The product is [Cl:1][C:2]1[CH:3]=[C:4]([NH:9][C:10]2[C:11]3[C:12](=[C:13]([CH3:19])[N:14]=[C:15]([O:17][CH3:18])[CH:16]=3)[O:20][C:25]=2[NH2:26])[CH:5]=[CH:6][C:7]=1[F:8]. (5) The reactants are [Br:1][C:2]1[CH:3]=[C:4]([CH:12]2[C:17]([C:18]#[N:19])=[CH:16][O:15][CH:14]3[C:20]4[C:24](=[CH:25][CH:26]=[C:13]23)[N:23]=[CH:22][CH:21]=4)[CH:5]=[C:6]([O:10][CH3:11])[C:7]=1[O:8][CH3:9].Br[CH2:28][CH3:29].C(=O)([O-])[O-].[Cs+].[Cs+]. The catalyst is C1COCC1.CCOC(C)=O. The product is [Br:1][C:2]1[CH:3]=[C:4]([CH:12]2[C:17]([C:18]#[N:19])=[CH:16][O:15][C:14]3[C:20]4[CH:21]=[CH:22][N:23]([CH2:28][CH3:29])[C:24]=4[CH:25]=[CH:26][C:13]2=3)[CH:5]=[C:6]([O:10][CH3:11])[C:7]=1[O:8][CH3:9]. The yield is 0.510. (6) The reactants are [Br:1][C:2]1[C:10]2[N:9]=[CH:8][NH:7][C:6]=2[CH:5]=[CH:4][CH:3]=1.[H-].[Na+].[CH3:13][Si:14]([CH2:17][CH2:18][O:19][CH2:20]Cl)([CH3:16])[CH3:15]. The catalyst is C1COCC1. The product is [Br:1][C:2]1[C:10]2[N:9]=[CH:8][N:7]([CH2:20][O:19][CH2:18][CH2:17][Si:14]([CH3:16])([CH3:15])[CH3:13])[C:6]=2[CH:5]=[CH:4][CH:3]=1. The yield is 0.900. (7) The yield is 0.980. The product is [CH3:1][O:2][C@@H:3]1[CH2:11][N:10]2[C@@H:5]([CH2:6][C:7]([N:14]3[CH2:18][CH2:17][CH2:16][CH2:15]3)=[CH:8][C:9]2=[O:12])[CH2:4]1. The reactants are [CH3:1][O:2][C@@H:3]1[CH2:11][N:10]2[C@H:5]([CH2:6][C:7](=O)[CH2:8][C:9]2=[O:12])[CH2:4]1.[NH:14]1[CH2:18][CH2:17][CH2:16][CH2:15]1. The catalyst is C(O)C.